From a dataset of Reaction yield outcomes from USPTO patents with 853,638 reactions. Predict the reaction yield, written as a fraction of the theoretical maximum amount of product (1.0 means a 100% yield; for example, 0.34 means a 34% yield). (1) The reactants are [O:1]1[CH:5]=[CH:4][CH:3]=[C:2]1[C:6]1[CH:7]=[C:8]([CH:22]=[CH:23][CH:24]=1)[CH2:9][CH:10]1[C:17]2[CH:16]=[C:15]([C:18]([O:20]C)=[O:19])[NH:14][C:13]=2[CH2:12][CH2:11]1.[OH-].[Li+].CO. The catalyst is C1COCC1. The product is [O:1]1[CH:5]=[CH:4][CH:3]=[C:2]1[C:6]1[CH:7]=[C:8]([CH:22]=[CH:23][CH:24]=1)[CH2:9][CH:10]1[C:17]2[CH:16]=[C:15]([C:18]([OH:20])=[O:19])[NH:14][C:13]=2[CH2:12][CH2:11]1. The yield is 0.610. (2) The reactants are [CH3:1][C:2]1[CH:3]=[C:4]([C:8]([OH:10])=O)[O:5][C:6]=1[CH3:7].[CH3:11][O:12][C:13](=[O:20])[C@@H:14]([CH2:16][CH:17]([CH3:19])[CH3:18])[NH2:15]. No catalyst specified. The product is [CH3:7][C:6]1[O:5][C:4]([C:8]([NH:15][C@H:14]([CH2:16][CH:17]([CH3:19])[CH3:18])[C:13]([O:12][CH3:11])=[O:20])=[O:10])=[CH:3][C:2]=1[CH3:1]. The yield is 0.270. (3) The reactants are O.[C:2]([OH:6])(=[O:5])[CH:3]=O.Cl.N1CCOCC1.O1CCOCC1.[F:20][C:21]([F:27])([F:26])[CH2:22][CH2:23][CH:24]=[O:25]. The catalyst is C(OC)(C)(C)C.O. The product is [OH:25][CH:24]1[O:6][C:2](=[O:5])[CH:3]=[C:23]1[CH2:22][C:21]([F:27])([F:26])[F:20]. The yield is 0.810. (4) The catalyst is C(Cl)Cl. The yield is 0.840. The product is [Cl:1][C:2]1[CH:7]=[C:6]([N+:8]([O-:10])=[O:9])[CH:5]=[C:4]([Cl:11])[C:3]=1[N:12]1[CH:21]=[C:15]2[CH:16]=[N+:17]([O-:30])[CH:18]=[C:19]([F:20])[C:14]2=[N:13]1. The reactants are [Cl:1][C:2]1[CH:7]=[C:6]([N+:8]([O-:10])=[O:9])[CH:5]=[C:4]([Cl:11])[C:3]=1[N:12]1[CH:21]=[C:15]2[CH:16]=[N:17][CH:18]=[C:19]([F:20])[C:14]2=[N:13]1.ClC1C=CC=C(C(OO)=[O:30])C=1.S([O-])([O-])(=O)=O.[Na+].[Na+].